From a dataset of Full USPTO retrosynthesis dataset with 1.9M reactions from patents (1976-2016). Predict the reactants needed to synthesize the given product. (1) The reactants are: [Br:1][C:2]1[CH:3]=[C:4]([C:11]2[C:15]([CH:16]=[C:17]3[S:21][C:20](=[O:22])[NH:19][C:18]3=[O:23])=[CH:14][N:13]([C:24]3[CH:29]=[CH:28][CH:27]=[CH:26][CH:25]=3)[N:12]=2)[CH:5]=[CH:6][C:7]=1[O:8][CH2:9][CH3:10].[H-].[Na+].I[CH3:33].O. Given the product [Br:1][C:2]1[CH:3]=[C:4]([C:11]2[C:15]([CH:16]=[C:17]3[S:21][C:20](=[O:22])[N:19]([CH3:33])[C:18]3=[O:23])=[CH:14][N:13]([C:24]3[CH:25]=[CH:26][CH:27]=[CH:28][CH:29]=3)[N:12]=2)[CH:5]=[CH:6][C:7]=1[O:8][CH2:9][CH3:10], predict the reactants needed to synthesize it. (2) Given the product [CH2:21]([O:23][C:24]([C:25]1[C:6](=[O:20])[N:7]([CH2:13][C:14]2[CH:15]=[CH:16][CH:17]=[CH:18][CH:19]=2)[N:8]2[CH:9]=[CH:10][CH:11]=[C:12]2[C:26]=1[OH:27])=[O:36])[CH3:22], predict the reactants needed to synthesize it. The reactants are: C(O[C:6](=[O:20])[N:7]([CH2:13][C:14]1[CH:19]=[CH:18][CH:17]=[CH:16][CH:15]=1)[N:8]1[CH:12]=[CH:11][CH:10]=[CH:9]1)(C)(C)C.[CH2:21]([O:23][C:24](=[O:36])[CH:25](C(OCC)=O)[C:26](OCC)=[O:27])[CH3:22]. (3) Given the product [OH:1][C:2]([C:5]1[N:6]=[C:7]([CH2:13][CH2:14][CH3:15])[NH:8][C:9]=1[C:10]([O:12][CH2:21][CH3:22])=[O:11])([CH3:4])[CH3:3], predict the reactants needed to synthesize it. The reactants are: [OH:1][C:2]([C:5]1[N:6]=[C:7]([CH2:13][CH2:14][CH3:15])[NH:8][C:9]=1[C:10]([OH:12])=[O:11])([CH3:4])[CH3:3].S(=O)(=O)(O)O.[CH2:21](O)[CH3:22].